From a dataset of Full USPTO retrosynthesis dataset with 1.9M reactions from patents (1976-2016). Predict the reactants needed to synthesize the given product. (1) Given the product [Si:39]([O:46][C@H:47]1[CH2:56][C:55]([CH3:58])([CH3:57])[CH2:54][C:53]2[N:52]=[C:51]([CH:59]([CH3:61])[CH3:60])[C:50]([C@H:62]([C:64]3[CH:65]=[CH:66][C:67]([C:70]([CH3:71])([CH3:73])[CH3:72])=[CH:68][CH:69]=3)[OH:63])=[C:49]([I:74])[C:48]1=2)([C:42]([CH3:43])([CH3:44])[CH3:45])([CH3:41])[CH3:40], predict the reactants needed to synthesize it. The reactants are: [Si](O[C@H]1CC(C)(C)CC2N=C(C(C)C)C(C=O)=C(I)C1=2)(C(C)(C)C)(C)C.C(C1C=CC([Mg]Br)=CC=1)(C)(C)C.[Si:39]([O:46][C@H:47]1[CH2:56][C:55]([CH3:58])([CH3:57])[CH2:54][C:53]2[N:52]=[C:51]([CH:59]([CH3:61])[CH3:60])[C:50]([C@@H:62]([C:64]3[CH:69]=[CH:68][C:67]([C:70]([CH3:73])([CH3:72])[CH3:71])=[CH:66][CH:65]=3)[OH:63])=[C:49]([I:74])[C:48]1=2)([C:42]([CH3:45])([CH3:44])[CH3:43])([CH3:41])[CH3:40]. (2) Given the product [Cl:27][CH2:2][C:3]1[CH:12]=[CH:11][C:10]2[C:5](=[CH:6][C:7]3[CH2:24][C@:14]4([C:22]5[C:17](=[N:18][CH:19]=[CH:20][CH:21]=5)[NH:16][C:15]4=[O:23])[CH2:13][C:8]=3[CH:9]=2)[N:4]=1, predict the reactants needed to synthesize it. The reactants are: O[CH2:2][C:3]1[CH:12]=[CH:11][C:10]2[C:5](=[CH:6][C:7]3[CH2:24][C@:14]4([C:22]5[C:17](=[N:18][CH:19]=[CH:20][CH:21]=5)[NH:16][C:15]4=[O:23])[CH2:13][C:8]=3[CH:9]=2)[N:4]=1.S(Cl)([Cl:27])=O. (3) Given the product [C:1]([C:3]1[CH:4]=[CH:5][C:6]([C@@H:9]2[C:10]([C:31]([O:33][CH2:34][CH3:35])=[O:32])=[C:11]([CH3:30])[N:12]([C:20]3[CH:25]=[CH:24][CH:23]=[C:22]([C:26]([F:29])([F:28])[F:27])[CH:21]=3)[C:13](=[O:19])[N:14]2[CH2:15][C:16]([N:37]([CH3:38])[CH3:36])=[O:18])=[CH:7][CH:8]=1)#[N:2], predict the reactants needed to synthesize it. The reactants are: [C:1]([C:3]1[CH:8]=[CH:7][C:6]([C@H:9]2[N:14]([CH2:15][C:16]([OH:18])=O)[C:13](=[O:19])[N:12]([C:20]3[CH:25]=[CH:24][CH:23]=[C:22]([C:26]([F:29])([F:28])[F:27])[CH:21]=3)[C:11]([CH3:30])=[C:10]2[C:31]([O:33][CH2:34][CH3:35])=[O:32])=[CH:5][CH:4]=1)#[N:2].[CH3:36][NH:37][CH3:38].O.ON1C2C=CC=CC=2N=N1.Cl.CN(C)CCCN=C=NCC. (4) Given the product [Cl:21][C:18]1[CH:19]=[CH:20][C:15]([PH:14][C:11]2[CH:12]=[CH:13][C:8]([Cl:7])=[CH:9][CH:10]=2)=[CH:16][CH:17]=1.[BH3:5], predict the reactants needed to synthesize it. The reactants are: [Cl-].[Ce+3].[Cl-].[Cl-].[BH4-:5].[Na+].[Cl:7][C:8]1[CH:13]=[CH:12][C:11]([PH:14](=O)[C:15]2[CH:20]=[CH:19][C:18]([Cl:21])=[CH:17][CH:16]=2)=[CH:10][CH:9]=1.[H-].[Al+3].[Li+].[H-].[H-].[H-].Cl. (5) Given the product [Cl:23][CH2:22][C:21]1[O:24][C:17]([C:16]2[CH:15]=[C:14]([Cl:13])[CH:27]=[C:26]([Cl:28])[CH:25]=2)=[N:19][N:20]=1, predict the reactants needed to synthesize it. The reactants are: ClC1C=C(C=C(Cl)C=1)C(NN)=O.[Cl:13][C:14]1[CH:15]=[C:16]([CH:25]=[C:26]([Cl:28])[CH:27]=1)[C:17]([NH:19][NH:20][C:21](=[O:24])[CH2:22][Cl:23])=O.C([O-])([O-])=O.[K+].[K+]. (6) Given the product [Cl:22][C:12]1[C:11](=[O:13])[O:10][C:8](=[O:9])[C:7]=1[C:1]1[CH:2]=[CH:3][CH:4]=[CH:5][CH:6]=1, predict the reactants needed to synthesize it. The reactants are: [C:1]1([C:7]2[C:8]([O:10][C:11](=[O:13])[CH:12]=2)=[O:9])[CH:6]=[CH:5][CH:4]=[CH:3][CH:2]=1.N1C=CC=CC=1.S(Cl)([Cl:22])=O. (7) Given the product [CH3:1][N:2]([CH3:34])[C:3]([CH:5]1[CH2:10][CH2:9][CH:8]([N:11]2[CH:15]=[C:14]([C:16]3[CH:17]=[N:18][C:19]([C:22]4[CH:27]=[CH:26][CH:25]=[C:24]([C:28]5[CH:29]=[N:30][N:31]([CH3:33])[CH:32]=5)[CH:23]=4)=[N:20][CH:21]=3)[CH:13]=[N:12]2)[CH2:7][CH2:6]1)=[O:4], predict the reactants needed to synthesize it. The reactants are: [CH3:1][N:2]([CH3:34])[C:3]([C@H:5]1[CH2:10][CH2:9][C@H:8]([N:11]2[CH:15]=[C:14]([C:16]3[CH:17]=[N:18][C:19]([C:22]4[CH:27]=[CH:26][CH:25]=[C:24]([C:28]5[CH:29]=[N:30][N:31]([CH3:33])[CH:32]=5)[CH:23]=4)=[N:20][CH:21]=3)[CH:13]=[N:12]2)[CH2:7][CH2:6]1)=[O:4]. (8) Given the product [Cl:11][C:12]1[CH:13]=[C:14]([S:18]([NH:8][C:5]2[C:4]([O:9][CH3:10])=[N:3][C:2]([Cl:1])=[CH:7][N:6]=2)(=[O:20])=[O:19])[CH:15]=[CH:16][CH:17]=1, predict the reactants needed to synthesize it. The reactants are: [Cl:1][C:2]1[N:3]=[C:4]([O:9][CH3:10])[C:5]([NH2:8])=[N:6][CH:7]=1.[Cl:11][C:12]1[CH:13]=[C:14]([S:18](Cl)(=[O:20])=[O:19])[CH:15]=[CH:16][CH:17]=1. (9) Given the product [C:29]([C:28]1[CH:31]=[CH:32][C:25]([C:24]2[CH:23]=[N:22][N:19]3[CH:20]=[CH:21][C:16]([C:13]4[CH:12]=[CH:11][C:10]([C:8]([N:5]5[CH2:6][CH2:7][CH:2]([NH:1][C:33](=[O:35])[CH3:34])[CH2:3][CH2:4]5)=[O:9])=[CH:15][CH:14]=4)=[N:17][C:18]=23)=[CH:26][CH:27]=1)#[N:30], predict the reactants needed to synthesize it. The reactants are: [NH2:1][CH:2]1[CH2:7][CH2:6][N:5]([C:8]([C:10]2[CH:15]=[CH:14][C:13]([C:16]3[CH:21]=[CH:20][N:19]4[N:22]=[CH:23][C:24]([C:25]5[CH:32]=[CH:31][C:28]([C:29]#[N:30])=[CH:27][CH:26]=5)=[C:18]4[N:17]=3)=[CH:12][CH:11]=2)=[O:9])[CH2:4][CH2:3]1.[C:33](Cl)(=[O:35])[CH3:34].